Dataset: NCI-60 drug combinations with 297,098 pairs across 59 cell lines. Task: Regression. Given two drug SMILES strings and cell line genomic features, predict the synergy score measuring deviation from expected non-interaction effect. (1) Drug 1: CN1C2=C(C=C(C=C2)N(CCCl)CCCl)N=C1CCCC(=O)O.Cl. Drug 2: CCN(CC)CCCC(C)NC1=C2C=C(C=CC2=NC3=C1C=CC(=C3)Cl)OC. Cell line: UO-31. Synergy scores: CSS=7.13, Synergy_ZIP=-0.968, Synergy_Bliss=0.687, Synergy_Loewe=-13.4, Synergy_HSA=-0.254. (2) Drug 1: CC(CN1CC(=O)NC(=O)C1)N2CC(=O)NC(=O)C2. Drug 2: CC(C)CN1C=NC2=C1C3=CC=CC=C3N=C2N. Cell line: MDA-MB-231. Synergy scores: CSS=1.70, Synergy_ZIP=-4.10, Synergy_Bliss=-4.01, Synergy_Loewe=-3.76, Synergy_HSA=-3.69. (3) Drug 1: C1CC(=O)NC(=O)C1N2CC3=C(C2=O)C=CC=C3N. Drug 2: C1=CN(C(=O)N=C1N)C2C(C(C(O2)CO)O)O.Cl. Cell line: ACHN. Synergy scores: CSS=49.1, Synergy_ZIP=1.28, Synergy_Bliss=3.27, Synergy_Loewe=1.59, Synergy_HSA=4.90. (4) Drug 1: COC1=CC(=CC(=C1O)OC)C2C3C(COC3=O)C(C4=CC5=C(C=C24)OCO5)OC6C(C(C7C(O6)COC(O7)C8=CC=CS8)O)O. Drug 2: C1CNP(=O)(OC1)N(CCCl)CCCl. Cell line: RPMI-8226. Synergy scores: CSS=60.1, Synergy_ZIP=11.6, Synergy_Bliss=12.4, Synergy_Loewe=-36.3, Synergy_HSA=12.8.